This data is from Retrosynthesis with 50K atom-mapped reactions and 10 reaction types from USPTO. The task is: Predict the reactants needed to synthesize the given product. (1) Given the product CC(C)NC(=O)c1ccccc1Nc1nc(Nc2ccc(C=O)cc2)ncc1F, predict the reactants needed to synthesize it. The reactants are: CC(C)NC(=O)c1ccccc1Nc1nc(Nc2ccc(CO)cc2)ncc1F. (2) Given the product COc1ccc([C@H](NC(=O)c2cc(F)c3cnc(NCC4CC4)nc3c2)c2cnn(C)c2)cc1F, predict the reactants needed to synthesize it. The reactants are: COc1ccc([C@H](N)c2cnn(C)c2)cc1F.O=C(O)c1cc(F)c2cnc(NCC3CC3)nc2c1. (3) Given the product COc1cc2c(SC)ncnc2cc1C=CCO, predict the reactants needed to synthesize it. The reactants are: CCCC[Sn](/C=C/CO)(CCCC)CCCC.COc1cc2c(SC)ncnc2cc1OS(=O)(=O)C(F)(F)F. (4) Given the product COc1ccc2c(c1)C(C(=O)N(Cc1ccc(N(C)C)cc1)c1ccc(C(C)C)nc1)CCC2, predict the reactants needed to synthesize it. The reactants are: CC(C)c1ccc(NCc2ccc(N(C)C)cc2)cn1.COc1ccc2c(c1)C(C(=O)O)CCC2. (5) Given the product C[C@H]1[C@@H](CCCc2ccc(Cl)cc2)C(=O)N1OC1CCCCO1, predict the reactants needed to synthesize it. The reactants are: C[C@H]1[C@@H](C/C=C/c2ccc(Cl)cc2)C(=O)N1OC1CCCCO1.